Dataset: Reaction yield outcomes from USPTO patents with 853,638 reactions. Task: Predict the reaction yield, written as a fraction of the theoretical maximum amount of product (1.0 means a 100% yield; for example, 0.34 means a 34% yield). (1) The reactants are [CH3:1][O:2][C:3]1[CH:8]=[C:7]([CH:9]=[CH2:10])[CH:6]=[CH:5][C:4]=1[N+:11]([O-:13])=[O:12].[CH3:14][N:15]1[CH2:20][CH2:19][NH:18][CH2:17][CH2:16]1.C1(C=CC(O)=CC=1)O. The catalyst is CC(O)C. The product is [CH3:14][N:15]1[CH2:20][CH2:19][N:18]([CH2:10][CH2:9][C:7]2[CH:6]=[CH:5][C:4]([N+:11]([O-:13])=[O:12])=[C:3]([O:2][CH3:1])[CH:8]=2)[CH2:17][CH2:16]1. The yield is 0.700. (2) The reactants are [C:1]([C:5]1[CH:10]=[CH:9][CH:8]=[CH:7][C:6]=1[OH:11])([CH3:4])([CH3:3])[CH3:2].[Cl-].[Mg+2].[Cl-].[CH2:15]=[O:16].C(N(CC)CC)C. The catalyst is C1COCC1. The product is [C:1]([C:5]1[CH:10]=[CH:9][CH:8]=[C:7]([CH:15]=[O:16])[C:6]=1[OH:11])([CH3:4])([CH3:2])[CH3:3]. The yield is 0.900. (3) The reactants are [C:1]([N:4]1[CH2:9][CH2:8][N:7]([C:10]2[N:15]=[C:14]([C:16]3[N:20]([CH3:21])[C:19]4[CH:22]=[CH:23][CH:24]=[CH:25][C:18]=4[N:17]=3)[C:13](Cl)=[CH:12][N:11]=2)[CH2:6][CH2:5]1)(=[O:3])[CH3:2].[OH-].[Na+].CCOC(C)=O. The catalyst is CO.[Pd]. The product is [C:1]([N:4]1[CH2:9][CH2:8][N:7]([C:10]2[N:15]=[C:14]([C:16]3[N:20]([CH3:21])[C:19]4[CH:22]=[CH:23][CH:24]=[CH:25][C:18]=4[N:17]=3)[CH:13]=[CH:12][N:11]=2)[CH2:6][CH2:5]1)(=[O:3])[CH3:2]. The yield is 0.980. (4) The reactants are [F:1][C:2]1[CH:7]=[C:6](I)[CH:5]=[CH:4][C:3]=1[N:9]1[CH:14]=[C:13]([O:15][CH3:16])[C:12](=[O:17])[C:11]([C:18]2[N:22]([C:23]3[CH:28]=[CH:27][CH:26]=[CH:25][CH:24]=3)[N:21]=[CH:20][CH:19]=2)=[N:10]1.[CH3:29][C:30]1([CH3:36])[CH2:34][NH:33][C:32](=[O:35])[CH2:31]1.N[C@@H]1CCCC[C@H]1N.[O-]P([O-])([O-])=O.[K+].[K+].[K+].C([O-])(O)=O.[Na+]. The catalyst is O1CCOCC1.[Cu]I. The product is [CH3:29][C:30]1([CH3:36])[CH2:34][N:33]([C:6]2[CH:5]=[CH:4][C:3]([N:9]3[CH:14]=[C:13]([O:15][CH3:16])[C:12](=[O:17])[C:11]([C:18]4[N:22]([C:23]5[CH:28]=[CH:27][CH:26]=[CH:25][CH:24]=5)[N:21]=[CH:20][CH:19]=4)=[N:10]3)=[C:2]([F:1])[CH:7]=2)[C:32](=[O:35])[CH2:31]1. The yield is 0.600. (5) The reactants are [C:1]([Si:5]([O:8]/[C:9](/[C:12]1[CH:17]=[CH:16][CH:15]=[C:14](Cl)[CH:13]=1)=[CH:10]\[CH3:11])([CH3:7])[CH3:6])([CH3:4])([CH3:3])[CH3:2].[C:19]1(C(=O)CC)[C:28]2[C:19](=[CH:20][CH:21]=CC=2)[CH:28]=[CH:21][CH:20]=1.[Si](OS(C(F)(F)F)(=O)=O)(C(C)(C)C)(C)C.CCN(CC)CC. The catalyst is C(Cl)Cl. The product is [C:1]([Si:5]([CH3:7])([CH3:6])[O:8]/[C:9](/[C:12]1[C:13]2[C:14](=[CH:28][CH:19]=[CH:20][CH:21]=2)[CH:15]=[CH:16][CH:17]=1)=[CH:10]\[CH3:11])([CH3:4])([CH3:3])[CH3:2]. The yield is 0.810. (6) The reactants are [CH2:1]([NH:8][C:9]1[N:14]2[N:15]=[CH:16][C:17]([C:18](O)=[O:19])=[C:13]2[N:12]=[CH:11][C:10]=1[C:21]([N:23]1[CH2:28][CH2:27][CH:26]([C:29]2[CH:34]=[CH:33][CH:32]=[CH:31][C:30]=2[O:35][CH3:36])[CH2:25][CH2:24]1)=[O:22])[C:2]1[CH:7]=[CH:6][CH:5]=[CH:4][CH:3]=1.[CH3:37][S:38]([NH2:41])(=[O:40])=[O:39]. No catalyst specified. The product is [CH2:1]([NH:8][C:9]1[N:14]2[N:15]=[CH:16][C:17]([C:18]([NH:41][S:38]([CH3:37])(=[O:40])=[O:39])=[O:19])=[C:13]2[N:12]=[CH:11][C:10]=1[C:21]([N:23]1[CH2:24][CH2:25][CH:26]([C:29]2[CH:34]=[CH:33][CH:32]=[CH:31][C:30]=2[O:35][CH3:36])[CH2:27][CH2:28]1)=[O:22])[C:2]1[CH:3]=[CH:4][CH:5]=[CH:6][CH:7]=1. The yield is 0.560.